From a dataset of Catalyst prediction with 721,799 reactions and 888 catalyst types from USPTO. Predict which catalyst facilitates the given reaction. Reactant: CO.C([O:10][C:11]1[C:12]([CH3:30])=[C:13]([CH3:29])[C:14]([NH:18][C:19](=[O:28])[CH2:20][CH:21]([CH3:27])[CH2:22][C:23]([CH3:26])([CH3:25])[CH3:24])=[N:15][C:16]=1[CH3:17])C1C=CC=CC=1. Product: [OH:10][C:11]1[C:12]([CH3:30])=[C:13]([CH3:29])[C:14]([NH:18][C:19](=[O:28])[CH2:20][CH:21]([CH3:27])[CH2:22][C:23]([CH3:25])([CH3:26])[CH3:24])=[N:15][C:16]=1[CH3:17]. The catalyst class is: 45.